Dataset: Forward reaction prediction with 1.9M reactions from USPTO patents (1976-2016). Task: Predict the product of the given reaction. (1) Given the reactants [H-].[H-].[H-].[H-].[Li+].[Al+3].[CH3:7][C:8]1[CH:9]=[C:10]([CH:36]=[CH:37][CH:38]=1)[CH:11]=[C:12]1[CH2:17][CH2:16][N:15](C(=O)CNC(NC2C3C(=CC=CC=3)N=C(C)C=2)=O)[CH2:14][CH2:13]1.[CH3:39]COC(C)=O.[C:45]([O-:48])(O)=[O:46].[Na+].[CH2:50]1[CH2:54]OC[CH2:51]1, predict the reaction product. The product is: [C:50]([O:48][C:45]([N:15]1[CH2:14][CH2:13][C:12](=[CH:11][C:10]2[CH:36]=[CH:37][CH:38]=[C:8]([CH3:7])[CH:9]=2)[CH2:17][CH2:16]1)=[O:46])([CH3:51])([CH3:54])[CH3:39]. (2) Given the reactants C[O:2][C:3]([C:5]1[N:6]([CH2:10][C:11]([C:13]2[CH:18]=[CH:17][C:16]([O:19][CH2:20][C:21]3[CH:26]=[CH:25][CH:24]=[CH:23][CH:22]=3)=[CH:15][CH:14]=2)=O)[CH:7]=[CH:8][CH:9]=1)=O.[NH3:27], predict the reaction product. The product is: [CH2:20]([O:19][C:16]1[CH:17]=[CH:18][C:13]([C:11]2[NH:27][C:3](=[O:2])[C:5]3[N:6]([CH:7]=[CH:8][CH:9]=3)[CH:10]=2)=[CH:14][CH:15]=1)[C:21]1[CH:26]=[CH:25][CH:24]=[CH:23][CH:22]=1. (3) Given the reactants [C:1]([NH:4][OH:5])(=O)[CH3:2].CC(C)([O-])C.[K+].F[C:13]1[CH:20]=[CH:19]C=[C:17]([S:21]([C:24]2[CH:29]=[CH:28][C:27](/[CH:30]=[CH:31]/[C:32]3[CH:37]=[CH:36][C:35]([F:38])=[CH:34][CH:33]=3)=[CH:26][CH:25]=2)(=[O:23])=[O:22])[C:14]=1C#N.O.C[N:41](C)C=O, predict the reaction product. The product is: [F:38][C:35]1[CH:34]=[CH:33][C:32](/[CH:31]=[CH:30]/[C:27]2[CH:28]=[CH:29][C:24]([S:21]([C:17]3[C:2]4[C:1]([NH2:41])=[N:4][O:5][C:19]=4[CH:20]=[CH:13][CH:14]=3)(=[O:22])=[O:23])=[CH:25][CH:26]=2)=[CH:37][CH:36]=1. (4) Given the reactants [NH:1]([C:3]([C:5]1[S:28][C:8]2[NH:9][N:10]=[C:11]([NH:12][C:13](=[O:27])[C:14]3[CH:19]=[CH:18][C:17]([N:20]4[CH2:25][CH2:24][N:23]([CH3:26])[CH2:22][CH2:21]4)=[CH:16][CH:15]=3)[C:7]=2[CH:6]=1)=[O:4])[NH2:2].C(O)C.[CH:32](=O)[C:33]1[CH:38]=[CH:37][CH:36]=[CH:35][CH:34]=1.Cl, predict the reaction product. The product is: [CH:32](=[N:2][NH:1][C:3]([C:5]1[S:28][C:8]2[NH:9][N:10]=[C:11]([NH:12][C:13](=[O:27])[C:14]3[CH:15]=[CH:16][C:17]([N:20]4[CH2:21][CH2:22][N:23]([CH3:26])[CH2:24][CH2:25]4)=[CH:18][CH:19]=3)[C:7]=2[CH:6]=1)=[O:4])[C:33]1[CH:38]=[CH:37][CH:36]=[CH:35][CH:34]=1. (5) Given the reactants [F:1][C:2]1[C:7]([F:8])=[C:6]([NH:9][C:10]2[CH:15]=[CH:14][C:13]([I:16])=[CH:12][C:11]=2[F:17])[C:5]([NH2:18])=[CH:4][CH:3]=1.Cl[S:20]([C:23]1[CH:27]=[CH:26][S:25][C:24]=1[C:28]([O:30][CH3:31])=[O:29])(=[O:22])=[O:21], predict the reaction product. The product is: [F:8][C:7]1[C:6]([NH:9][C:10]2[CH:15]=[CH:14][C:13]([I:16])=[CH:12][C:11]=2[F:17])=[C:5]([NH:18][S:20]([C:23]2[CH:27]=[CH:26][S:25][C:24]=2[C:28]([O:30][CH3:31])=[O:29])(=[O:21])=[O:22])[CH:4]=[CH:3][C:2]=1[F:1]. (6) The product is: [CH3:14][O:15][C:16]1[CH:21]=[CH:20][C:19]([CH2:22][C:23]([C:24]2[O:10][N:9]=[C:7]([C:6]3[CH:11]=[CH:12][CH:13]=[C:4]([N+:1]([O-:3])=[O:2])[CH:5]=3)[N:8]=2)=[O:29])=[CH:18][CH:17]=1. Given the reactants [N+:1]([C:4]1[CH:5]=[C:6]([CH:11]=[CH:12][CH:13]=1)[C:7](=[N:9][OH:10])[NH2:8])([O-:3])=[O:2].[CH3:14][O:15][C:16]1[CH:21]=[CH:20][C:19]([CH2:22][C:23](=[O:29])[CH2:24]C(OC)=O)=[CH:18][CH:17]=1.C1(C)C=CC=CC=1, predict the reaction product. (7) Given the reactants [Br:1][C:2]1[C:22]([Br:23])=[CH:21][C:20]([Br:24])=[CH:19][C:3]=1[C:4]([C:6]1[N:10]([CH3:11])[C:9]([CH2:12][C:13]([O:15]CC)=[O:14])=[CH:8][C:7]=1[CH3:18])=[O:5].C(I)CC, predict the reaction product. The product is: [CH2:12]([C:9]1[N:10]([CH3:11])[C:6]([C:4](=[O:5])[C:3]2[CH:19]=[C:20]([Br:24])[CH:21]=[C:22]([Br:23])[C:2]=2[Br:1])=[C:7]([CH3:18])[CH:8]=1)[CH3:13].[CH2:9]([CH2:12][C:13]([O-:15])=[O:14])[CH2:8][CH3:7]. (8) The product is: [Br:1][C:2]1[CH:7]=[CH:6][CH:5]=[CH:4][C:3]=1[O:8][CH:16]1[CH2:20][CH2:19][N:18]([CH:21]([CH3:23])[CH3:22])[CH2:17]1. Given the reactants [Br:1][C:2]1[CH:7]=[CH:6][CH:5]=[CH:4][C:3]=1[OH:8].[H-].[Na+].CS(O[CH:16]1[CH2:20][CH2:19][N:18]([CH:21]([CH3:23])[CH3:22])[CH2:17]1)(=O)=O, predict the reaction product. (9) Given the reactants [Br:1][C:2]1[C:10]2[C:9](Cl)=[N:8][CH:7]=[N:6][C:5]=2[N:4]([CH:12]2[CH2:15][N:14]([C:16]([O:18][C:19]([CH3:22])([CH3:21])[CH3:20])=[O:17])[CH2:13]2)[CH:3]=1.[OH-].[NH4+:24], predict the reaction product. The product is: [NH2:24][C:9]1[C:10]2[C:2]([Br:1])=[CH:3][N:4]([CH:12]3[CH2:15][N:14]([C:16]([O:18][C:19]([CH3:22])([CH3:21])[CH3:20])=[O:17])[CH2:13]3)[C:5]=2[N:6]=[CH:7][N:8]=1.